Dataset: Ames mutagenicity test results for genotoxicity prediction. Task: Regression/Classification. Given a drug SMILES string, predict its toxicity properties. Task type varies by dataset: regression for continuous values (e.g., LD50, hERG inhibition percentage) or binary classification for toxic/non-toxic outcomes (e.g., AMES mutagenicity, cardiotoxicity, hepatotoxicity). Dataset: ames. (1) The drug is O=[N+]([O-])c1cc(Cl)cc(Sc2cc(Cl)cc([N+](=O)[O-])c2O)c1O. The result is 0 (non-mutagenic). (2) The drug is CC1CCC2(OC1)OC1CC3C4CC=C5CC(O)CCC5(C)C4CCC3(C)C1C2C. The result is 0 (non-mutagenic).